This data is from Forward reaction prediction with 1.9M reactions from USPTO patents (1976-2016). The task is: Predict the product of the given reaction. (1) Given the reactants C([O:3][C:4]([C:6](=O)[CH:7]([CH3:20])[CH:8]([C:10]1[CH:15]=[CH:14][C:13]([C:16]([F:19])([F:18])[F:17])=[CH:12][CH:11]=1)[O-])=[O:5])C.[Li+].Cl.[Cl:24][C:25]1[CH:30]=[C:29]([Cl:31])[CH:28]=[CH:27][C:26]=1[NH:32][NH2:33].S(=O)(=O)(O)O, predict the reaction product. The product is: [Cl:24][C:25]1[CH:30]=[C:29]([Cl:31])[CH:28]=[CH:27][C:26]=1[N:32]1[C:8]([C:10]2[CH:11]=[CH:12][C:13]([C:16]([F:17])([F:18])[F:19])=[CH:14][CH:15]=2)=[C:7]([CH3:20])[C:6]([C:4]([OH:3])=[O:5])=[N:33]1. (2) Given the reactants [C:1]([O:9][C@@H:10]1[C@H:15]2[NH:16][C:17](=[O:19])[O:18][C@H:14]2[CH2:13][C@H:12]([CH:20]=[O:21])[C@H:11]1[O:22][C:23](=[O:30])[C:24]1[CH:29]=[CH:28][CH:27]=[CH:26][CH:25]=1)(=[O:8])[C:2]1[CH:7]=[CH:6][CH:5]=[CH:4][CH:3]=1.[C:31](Cl)(=[O:33])[CH3:32].CCN(C(C)C)C(C)C, predict the reaction product. The product is: [C:1]([O:9][C@@H:10]1[C@H:15]2[N:16]([C:31](=[O:33])[CH3:32])[C:17](=[O:19])[O:18][C@H:14]2[CH2:13][C@H:12]([CH:20]=[O:21])[C@H:11]1[O:22][C:23](=[O:30])[C:24]1[CH:25]=[CH:26][CH:27]=[CH:28][CH:29]=1)(=[O:8])[C:2]1[CH:7]=[CH:6][CH:5]=[CH:4][CH:3]=1. (3) Given the reactants [OH-].[Na+].[CH2:3]([C:7]1[CH:8]=[C:9]2[N:14]([C:15]=1[C:16]([C:18]1[CH:23]=[CH:22][C:21]([CH2:24][CH2:25][CH2:26][N:27]([CH2:32][CH2:33][CH2:34][CH3:35])[CH2:28][CH2:29][CH2:30][CH3:31])=[CH:20][CH:19]=1)=[O:17])[CH:13]=[CH:12][C:11]([C:36]([N:38]([CH2:44][CH3:45])[CH2:39][C:40]([O:42]C)=[O:41])=[O:37])=[CH:10]2)[CH2:4][CH2:5][CH3:6].[ClH:46], predict the reaction product. The product is: [ClH:46].[CH2:3]([C:7]1[CH:8]=[C:9]2[N:14]([C:15]=1[C:16]([C:18]1[CH:23]=[CH:22][C:21]([CH2:24][CH2:25][CH2:26][N:27]([CH2:32][CH2:33][CH2:34][CH3:35])[CH2:28][CH2:29][CH2:30][CH3:31])=[CH:20][CH:19]=1)=[O:17])[CH:13]=[CH:12][C:11]([C:36]([N:38]([CH2:44][CH3:45])[CH2:39][C:40]([OH:42])=[O:41])=[O:37])=[CH:10]2)[CH2:4][CH2:5][CH3:6]. (4) Given the reactants Cl[C:2]1[N:10]=[C:9]2[C:5]([N:6]([CH2:18][C:19]3[CH:24]=[CH:23][C:22]([Cl:25])=[CH:21][CH:20]=3)[C:7]([C:11]3[CH:16]=[CH:15][CH:14]=[C:13]([CH3:17])[CH:12]=3)=[N:8]2)=[C:4]([NH:26][C@@H:27]([CH:32]2[CH2:35][CH2:34][CH2:33]2)[CH2:28][CH2:29][CH2:30][OH:31])[N:3]=1.C[C:37]([N:39](C)C)=O, predict the reaction product. The product is: [Cl:25][C:22]1[CH:21]=[CH:20][C:19]([CH2:18][N:6]2[C:5]3[C:9](=[N:10][C:2]([C:37]#[N:39])=[N:3][C:4]=3[NH:26][C@@H:27]([CH:32]3[CH2:35][CH2:34][CH2:33]3)[CH2:28][CH2:29][CH2:30][OH:31])[N:8]=[C:7]2[C:11]2[CH:12]=[CH:13][CH:17]=[C:15]([CH3:14])[CH:16]=2)=[CH:24][CH:23]=1. (5) Given the reactants N#N.[N+:3]([C:6]1[CH:10]=[N:9][NH:8][N:7]=1)([O-:5])=[O:4].CCN(C(C)C)C(C)C.Br[CH2:21][CH2:22][CH2:23][CH2:24][C:25](=[O:27])[CH3:26], predict the reaction product. The product is: [N+:3]([C:6]1[CH:10]=[N:9][N:8]([CH2:21][CH2:22][CH2:23][CH2:24][C:25](=[O:27])[CH3:26])[N:7]=1)([O-:5])=[O:4]. (6) Given the reactants [Br:1][C:2]1[CH:3]=[CH:4][C:5]2[N:6]([CH:17]=1)[C:7]1[N:8]=[C:9]([CH2:15]Cl)[NH:10][C:11](=[O:14])[C:12]=1[N:13]=2.[CH3:18][N:19]1[CH2:24][CH2:23][NH:22][CH2:21][CH2:20]1, predict the reaction product. The product is: [Br:1][C:2]1[CH:3]=[CH:4][C:5]2[N:6]([CH:17]=1)[C:7]1[N:8]=[C:9]([CH2:15][N:22]3[CH2:23][CH2:24][N:19]([CH3:18])[CH2:20][CH2:21]3)[NH:10][C:11](=[O:14])[C:12]=1[N:13]=2. (7) Given the reactants OCCCN1C=C(C2C=CC(N[C:22]3[C:27]([C:28]([F:31])([F:30])[F:29])=[CH:26][N:25]=[C:24]([NH:32][C:33]4[CH:47]=[CH:46][C:36]([CH2:37][P:38](=[O:45])([O:42][CH2:43][CH3:44])[O:39][CH2:40][CH3:41])=[CH:35][C:34]=4[O:48][CH3:49])[N:23]=3)=C3C=2CN(C)C3=O)C=N1.[NH2:50][C:51]1[C:52]([C:67]([NH:69][CH3:70])=[O:68])=[N:53][C:54]([C:57]2[CH:58]=[N:59][N:60]([CH2:62][CH2:63][CH2:64][CH2:65][OH:66])[CH:61]=2)=[CH:55][CH:56]=1, predict the reaction product. The product is: [OH:66][CH2:65][CH2:64][CH2:63][CH2:62][N:60]1[CH:61]=[C:57]([C:54]2[N:53]=[C:52]([C:67](=[O:68])[NH:69][CH3:70])[C:51]([NH:50][C:26]3[C:27]([C:28]([F:29])([F:30])[F:31])=[CH:22][N:23]=[C:24]([NH:32][C:33]4[CH:47]=[CH:46][C:36]([CH2:37][P:38](=[O:45])([O:42][CH2:43][CH3:44])[O:39][CH2:40][CH3:41])=[CH:35][C:34]=4[O:48][CH3:49])[N:25]=3)=[CH:56][CH:55]=2)[CH:58]=[N:59]1. (8) The product is: [CH2:2]([N:9]1[CH2:14][CH2:13][C:12]2[N:26]=[CH:25][NH:27][C:16](=[O:18])[C:11]=2[CH2:10]1)[C:3]1[CH:8]=[CH:7][CH:6]=[CH:5][CH:4]=1. Given the reactants Cl.[CH2:2]([N:9]1[CH2:14][CH2:13][C:12](=O)[CH:11]([C:16]([O:18]CC)=O)[CH2:10]1)[C:3]1[CH:8]=[CH:7][CH:6]=[CH:5][CH:4]=1.C(O)(=O)C.[CH:25]([NH2:27])=[NH:26].C[O-].[Na+].C(O)(=O)C, predict the reaction product. (9) Given the reactants [ClH:1].C(N(CC)CCNC(C1C=CC2C(=CC=C(I)C=2)C=1)=O)C.[CH2:23]([N:25]([CH2:46][CH3:47])[CH2:26][CH2:27][NH:28][C:29]([C:31]1[C:44]2[C:35](=[CH:36][C:37]3[C:42]([N:43]=2)=[CH:41][CH:40]=[CH:39][CH:38]=3)[C:34]([I:45])=[CH:33][CH:32]=1)=[O:30])[CH3:24].[K+].[Br-], predict the reaction product. The product is: [ClH:1].[ClH:1].[CH2:46]([N:25]([CH2:23][CH3:24])[CH2:26][CH2:27][NH:28][C:29]([C:31]1[C:44]2[C:35](=[CH:36][C:37]3[C:42]([N:43]=2)=[CH:41][CH:40]=[CH:39][CH:38]=3)[C:34]([I:45])=[CH:33][CH:32]=1)=[O:30])[CH3:47]. (10) Given the reactants [CH2:1]([O:3][C:4]([C:6]1[CH:7]=[C:8]2[S:14][CH:13]=[C:12]([CH3:15])[C:9]2=[N:10][CH:11]=1)=[O:5])[CH3:2].BrN1C(=[O:22])CCC1=O, predict the reaction product. The product is: [CH2:1]([O:3][C:4]([C:6]1[CH:7]=[C:8]2[S:14][CH:13]=[C:12]([CH:15]=[O:22])[C:9]2=[N:10][CH:11]=1)=[O:5])[CH3:2].